Dataset: Forward reaction prediction with 1.9M reactions from USPTO patents (1976-2016). Task: Predict the product of the given reaction. The product is: [NH2:15][C:13]1[CH:12]=[C:11]([NH:18][C:19](=[O:21])[CH3:20])[CH:10]=[C:9]([C:3]2[CH:4]=[CH:5][C:6]([F:8])=[CH:7][C:2]=2[F:1])[CH:14]=1. Given the reactants [F:1][C:2]1[CH:7]=[C:6]([F:8])[CH:5]=[CH:4][C:3]=1[C:9]1[CH:14]=[C:13]([N+:15]([O-])=O)[CH:12]=[C:11]([NH:18][C:19](=[O:21])[CH3:20])[CH:10]=1, predict the reaction product.